Dataset: Retrosynthesis with 50K atom-mapped reactions and 10 reaction types from USPTO. Task: Predict the reactants needed to synthesize the given product. Given the product CCOC(C)OCCI, predict the reactants needed to synthesize it. The reactants are: C=COCC.OCCI.